From a dataset of Peptide-MHC class I binding affinity with 185,985 pairs from IEDB/IMGT. Regression. Given a peptide amino acid sequence and an MHC pseudo amino acid sequence, predict their binding affinity value. This is MHC class I binding data. (1) The peptide sequence is FYFKYAAAF. The MHC is Mamu-A2201 with pseudo-sequence Mamu-A2201. The binding affinity (normalized) is 0.282. (2) The peptide sequence is LQKIPLQWF. The MHC is HLA-A68:02 with pseudo-sequence HLA-A68:02. The binding affinity (normalized) is 0.0847. (3) The peptide sequence is DLGLLYTAKY. The MHC is HLA-A30:02 with pseudo-sequence HLA-A30:02. The binding affinity (normalized) is 0.666. (4) The peptide sequence is VFFCFAWYLK. The MHC is Patr-A0101 with pseudo-sequence Patr-A0101. The binding affinity (normalized) is 0.784. (5) The peptide sequence is LERWHSLI. The MHC is Mamu-A11 with pseudo-sequence Mamu-A11. The binding affinity (normalized) is 0.546.